Dataset: Catalyst prediction with 721,799 reactions and 888 catalyst types from USPTO. Task: Predict which catalyst facilitates the given reaction. (1) Reactant: C([Li])CCC.CCCCCC.[CH3:12][O:13][C:14]1[CH:15]=[C:16](I)[CH:17]=[C:18]([O:20][CH3:21])[CH:19]=1.C(=O)=O.CO.[B:28](OC(C)C)([O:33]C(C)C)[O:29]C(C)C. Product: [CH3:12][O:13][C:14]1[CH:15]=[C:16]([B:28]([OH:33])[OH:29])[CH:17]=[C:18]([O:20][CH3:21])[CH:19]=1. The catalyst class is: 7. (2) Reactant: [Br:1][C:2]1[CH:7]=[CH:6][C:5]([NH:8]N=C2CCCCC2=O)=[C:4]([C:17]([F:20])([F:19])[F:18])[CH:3]=1.OS(O)(=O)=O.[C:26]([O-:29])(O)=O.[Na+]. Product: [Br:1][C:2]1[CH:7]=[C:6]2[C:5](=[C:4]([C:17]([F:18])([F:19])[F:20])[CH:3]=1)[NH:8][C:7]1[C:26](=[O:29])[CH2:5][CH2:4][CH2:3][C:2]2=1. The catalyst class is: 23. (3) Reactant: [F:1][C:2]1[CH:7]=[C:6]([F:8])[CH:5]=[CH:4][C:3]=1[NH:9][C:10]([C:12]1[N:16]2[CH:17]=[CH:18][CH:19]=[N:20][C:15]2=[N:14][C:13]=1[O:21][C:22]1[CH:27]=[CH:26][C:25]([F:28])=[CH:24][CH:23]=1)=[O:11].[H-].[Na+].I[CH3:32]. Product: [F:1][C:2]1[CH:7]=[C:6]([F:8])[CH:5]=[CH:4][C:3]=1[N:9]([CH3:32])[C:10]([C:12]1[N:16]2[CH:17]=[CH:18][CH:19]=[N:20][C:15]2=[N:14][C:13]=1[O:21][C:22]1[CH:23]=[CH:24][C:25]([F:28])=[CH:26][CH:27]=1)=[O:11]. The catalyst class is: 7. (4) Reactant: [Br:1][C:2]1[CH:3]=[N:4][CH:5]=[C:6]2[C:11]=1[N:10]=[C:9]([C:12]([OH:14])=O)[CH:8]=[CH:7]2.CN(C(ON1N=NC2C=CC=NC1=2)=[N+](C)C)C.F[P-](F)(F)(F)(F)F.[CH3:39][C@H:40]([NH2:47])[C:41]1[CH:46]=[CH:45][CH:44]=[CH:43][CH:42]=1.CCN(C(C)C)C(C)C. Product: [Br:1][C:2]1[CH:3]=[N:4][CH:5]=[C:6]2[C:11]=1[N:10]=[C:9]([C:12]([NH:47][C@H:40]([C:41]1[CH:46]=[CH:45][CH:44]=[CH:43][CH:42]=1)[CH3:39])=[O:14])[CH:8]=[CH:7]2. The catalyst class is: 3. (5) Reactant: [OH:1][CH2:2][C:3]1[CH:4]=[N:5][C:6]2[C:11]([C:12]=1[NH:13][C:14]1[CH:19]=[CH:18][C:17]([N:20]3[CH2:25][CH2:24][N:23]([C:26]([O:28][C:29]([CH3:32])([CH3:31])[CH3:30])=[O:27])[CH2:22][CH2:21]3)=[C:16]([C:33]([F:36])([F:35])[F:34])[CH:15]=1)=[CH:10][C:9]([C:37]1[CH:38]=[N:39][C:40]3[C:45]([CH:46]=1)=[CH:44][CH:43]=[CH:42][CH:41]=3)=[CH:8][CH:7]=2.Cl[C:48](Cl)([O:50]C(=O)OC(Cl)(Cl)Cl)Cl. Product: [O:50]=[C:48]1[N:13]([C:14]2[CH:19]=[CH:18][C:17]([N:20]3[CH2:25][CH2:24][N:23]([C:26]([O:28][C:29]([CH3:31])([CH3:30])[CH3:32])=[O:27])[CH2:22][CH2:21]3)=[C:16]([C:33]([F:36])([F:35])[F:34])[CH:15]=2)[C:12]2[C:11]3[CH:10]=[C:9]([C:37]4[CH:38]=[N:39][C:40]5[C:45]([CH:46]=4)=[CH:44][CH:43]=[CH:42][CH:41]=5)[CH:8]=[CH:7][C:6]=3[N:5]=[CH:4][C:3]=2[CH2:2][O:1]1. The catalyst class is: 4. (6) Reactant: C([Li])CCC.Br[C:7]1[CH:12]=[C:11]([CH3:13])[C:10]([C:14]2[CH:19]=[CH:18][CH:17]=[CH:16][CH:15]=2)=[C:9]([CH3:20])[CH:8]=1.S(=O)=O.[S:24](Cl)([Cl:27])(=[O:26])=[O:25]. Product: [CH3:13][C:11]1[CH:12]=[C:7]([S:24]([Cl:27])(=[O:26])=[O:25])[CH:8]=[C:9]([CH3:20])[C:10]=1[C:14]1[CH:19]=[CH:18][CH:17]=[CH:16][CH:15]=1. The catalyst class is: 188. (7) Reactant: [Se]=[O:2].[CH3:3][C:4]1[C:13]2[C:8](=[CH:9][C:10]([O:14][CH3:15])=[CH:11][CH:12]=2)[N:7]=[CH:6][CH:5]=1. Product: [CH3:15][O:14][C:10]1[CH:9]=[C:8]2[C:13]([C:4]([CH:3]=[O:2])=[CH:5][CH:6]=[N:7]2)=[CH:12][CH:11]=1. The catalyst class is: 12. (8) Product: [F:16][C:17]1[CH:24]=[CH:23][C:20]([CH2:21][N:3]2[C:4](=[O:15])[C:5]3[C@@H:6]4[C:11]([CH3:12])([CH3:13])[C@@:9]([CH3:14])([CH2:8][CH2:7]4)[C:10]=3[N:2]2[CH3:1])=[CH:19][CH:18]=1. Reactant: [CH3:1][N:2]1[C:10]2[C@@:9]3([CH3:14])[C:11]([CH3:13])([CH3:12])[C@H:6]([CH2:7][CH2:8]3)[C:5]=2[C:4](=[O:15])[NH:3]1.[F:16][C:17]1[CH:24]=[CH:23][C:20]([CH2:21]Br)=[CH:19][CH:18]=1. The catalyst class is: 9. (9) Reactant: [OH:1][CH2:2][C:3]([NH:6][C:7]([NH:9][C:10]1[CH:15]=[CH:14][C:13]([N+:16]([O-:18])=[O:17])=[CH:12][CH:11]=1)=S)([CH3:5])[CH3:4].[OH-].[Na+].C1(C)C=CC(S(Cl)(=O)=O)=CC=1. Product: [CH3:4][C:3]1([CH3:5])[CH2:2][O:1][C:7](=[N:9][C:10]2[CH:15]=[CH:14][C:13]([N+:16]([O-:18])=[O:17])=[CH:12][CH:11]=2)[NH:6]1. The catalyst class is: 20. (10) Reactant: [CH3:1][O:2][C:3]1[CH:4]=[CH:5][C:6]2[N:7]([C:9]([C:12]([OH:14])=O)=[CH:10][N:11]=2)[CH:8]=1.C(Cl)(=O)C(Cl)=O.CN(C=O)C.[NH2:26][C:27]1[CH:28]=[C:29]([CH:43]=[CH:44][C:45]=1[F:46])[C:30]([NH:32][C@@H:33]1[C:41]2[C:36](=[CH:37][CH:38]=[CH:39][CH:40]=2)[CH2:35][C@@H:34]1[OH:42])=[O:31]. Product: [F:46][C:45]1[CH:44]=[CH:43][C:29]([C:30](=[O:31])[NH:32][C@@H:33]2[C:41]3[C:36](=[CH:37][CH:38]=[CH:39][CH:40]=3)[CH2:35][C@@H:34]2[OH:42])=[CH:28][C:27]=1[NH:26][C:12]([C:9]1[N:7]2[CH:8]=[C:3]([O:2][CH3:1])[CH:4]=[CH:5][C:6]2=[N:11][CH:10]=1)=[O:14]. The catalyst class is: 272.